Dataset: Forward reaction prediction with 1.9M reactions from USPTO patents (1976-2016). Task: Predict the product of the given reaction. (1) Given the reactants [CH2:1]([O:8][NH:9][C:10](=[O:18])[CH2:11][CH2:12][CH2:13][CH2:14][CH2:15][CH2:16]Br)[C:2]1[CH:7]=[CH:6][CH:5]=[CH:4][CH:3]=1.[CH:19]1[CH:24]=[C:23]2[NH:25][S:26]([C:29]3=[CH:30][CH:31]=[CH:32][C:21](=[C:22]23)[CH:20]=1)(=[O:28])=[O:27].C(=O)([O-])[O-].[K+].[K+], predict the reaction product. The product is: [CH2:1]([O:8][NH:9][C:10](=[O:18])[CH2:11][CH2:12][CH2:13][CH2:14][CH2:15][CH2:16][N:25]1[C:23]2[CH:24]=[CH:19][CH:20]=[C:21]3[CH:32]=[CH:31][CH:30]=[C:29]([C:22]=23)[S:26]1(=[O:27])=[O:28])[C:2]1[CH:7]=[CH:6][CH:5]=[CH:4][CH:3]=1. (2) Given the reactants [N:1]1(C(=O)C)[C:9]2[C:4](=[N:5][CH:6]=[CH:7][CH:8]=2)[CH:3]=[N:2]1.[OH-].[Na+].Cl, predict the reaction product. The product is: [NH:1]1[C:9]2[C:4](=[N:5][CH:6]=[CH:7][CH:8]=2)[CH:3]=[N:2]1. (3) Given the reactants [F:1][C:2]1[N:7]=[CH:6][C:5]([C@@H:8]2[CH2:12][CH2:11][C:10](=O)[CH2:9]2)=[CH:4][CH:3]=1.[CH2:14]([O:16][C:17]1[CH:18]=[C:19]([C@H:23]([NH2:25])[CH3:24])[CH:20]=[CH:21][CH:22]=1)[CH3:15], predict the reaction product. The product is: [CH2:14]([O:16][C:17]1[CH:18]=[C:19]([C@H:23]([NH:25][C@H:10]2[CH2:11][CH2:12][C@@H:8]([C:5]3[CH:6]=[N:7][C:2]([F:1])=[CH:3][CH:4]=3)[CH2:9]2)[CH3:24])[CH:20]=[CH:21][CH:22]=1)[CH3:15]. (4) Given the reactants [F:1][C:2]1[CH:3]=[C:4]([N:10]2[CH:14]=[C:13]([C:15]#[N:16])[CH:12]=[N:11]2)[CH:5]=[CH:6][C:7]=1[O:8]C.C(S)CCCCCCCCCCC.[Cl-].[Cl-].[Cl-].[Al+3].Cl, predict the reaction product. The product is: [F:1][C:2]1[CH:3]=[C:4]([N:10]2[CH:14]=[C:13]([C:15]#[N:16])[CH:12]=[N:11]2)[CH:5]=[CH:6][C:7]=1[OH:8]. (5) Given the reactants [C:1]([O-:4])(=[S:3])[CH3:2].[K+].Cl[C@H:7]([CH2:11][C:12]1[CH:17]=[CH:16][CH:15]=[CH:14][CH:13]=1)[C:8]([OH:10])=[O:9].S([O-])([O-])(=O)=S.[Na+].[Na+], predict the reaction product. The product is: [C:1]([S:3][C@@H:7]([CH2:11][C:12]1[CH:17]=[CH:16][CH:15]=[CH:14][CH:13]=1)[C:8]([OH:10])=[O:9])(=[O:4])[CH3:2]. (6) Given the reactants [Cl:1][C:2]1[C:11]([C:12](=[O:14])[CH3:13])=[CH:10][C:9]2[C:4](=[C:5]([F:15])[CH:6]=[CH:7][CH:8]=2)[N:3]=1, predict the reaction product. The product is: [Cl:1][C:2]1[C:11]([C@H:12]([OH:14])[CH3:13])=[CH:10][C:9]2[C:4](=[C:5]([F:15])[CH:6]=[CH:7][CH:8]=2)[N:3]=1. (7) Given the reactants [CH2:1]([C:8]1[CH:9]=[N:10][C:11]2[C:16]([C:17]=1[C:18]1[CH:19]=[C:20]([OH:24])[CH:21]=[CH:22][CH:23]=1)=[CH:15][CH:14]=[CH:13][C:12]=2[C:25]([F:28])([F:27])[F:26])[C:2]1[CH:7]=[CH:6][CH:5]=[CH:4][CH:3]=1.Br[CH2:30][C:31]1[CH:39]=[CH:38][C:34]([C:35]([OH:37])=[O:36])=[CH:33][C:32]=1[F:40], predict the reaction product. The product is: [CH2:1]([C:8]1[CH:9]=[N:10][C:11]2[C:16]([C:17]=1[C:18]1[CH:19]=[C:20]([CH:21]=[CH:22][CH:23]=1)[O:24][CH2:30][C:31]1[CH:39]=[CH:38][C:34]([C:35]([OH:37])=[O:36])=[CH:33][C:32]=1[F:40])=[CH:15][CH:14]=[CH:13][C:12]=2[C:25]([F:28])([F:26])[F:27])[C:2]1[CH:3]=[CH:4][CH:5]=[CH:6][CH:7]=1. (8) Given the reactants [CH2:1]([O:3][C:4]1[CH:5]=[C:6]([CH:13]=[C:14]([S:16]([F:21])([F:20])([F:19])([F:18])[F:17])[CH:15]=1)[C:7](N(OC)C)=[O:8])[CH3:2].[CH2:22]([Mg]Br)[CH3:23], predict the reaction product. The product is: [CH2:1]([O:3][C:4]1[CH:5]=[C:6]([C:7](=[O:8])[CH2:22][CH3:23])[CH:13]=[C:14]([S:16]([F:18])([F:21])([F:17])([F:19])[F:20])[CH:15]=1)[CH3:2]. (9) The product is: [Cl:1][C:2]1[CH:3]=[C:4]([N:8]([C:11]2[CH:16]=[CH:15][C:14]([O:17][CH3:18])=[CH:13][CH:12]=2)[CH3:9])[CH:5]=[CH:6][CH:7]=1. Given the reactants [Cl:1][C:2]1[CH:3]=[C:4]([NH:8][CH3:9])[CH:5]=[CH:6][CH:7]=1.Br[C:11]1[CH:16]=[CH:15][C:14]([O:17][CH3:18])=[CH:13][CH:12]=1.CC([O-])(C)C.[K+], predict the reaction product. (10) Given the reactants [NH2:1][C:2]1[CH:12]=[C:11](Cl)[C:10]([CH3:14])=[CH:9][C:3]=1[C:4]([O:6][CH2:7][CH3:8])=[O:5].[CH2:15]([O:17]C(=O)C1C=C(C(F)(F)F)C(C=C)=CC=1N)C.CC[C@@H]1[C@@H]2C[C@H]([C@@H](OC3C4C(=CC=CC=4)C(O[C@@H](C4C=CN=C5C=4C=C(OC)C=C5)[C@@H]4N5C[C@H](CC)[C@@H](CC5)C4)=NN=3)C3C=CN=C4C=3C=C(OC)C=C4)N(CC2)C1, predict the reaction product. The product is: [NH2:1][C:2]1[CH:12]=[C:11]([CH:15]=[O:17])[C:10]([CH3:14])=[CH:9][C:3]=1[C:4]([O:6][CH2:7][CH3:8])=[O:5].